Predict the reactants needed to synthesize the given product. From a dataset of Full USPTO retrosynthesis dataset with 1.9M reactions from patents (1976-2016). (1) Given the product [C:54]1([C:38]([C:32]2[CH:37]=[CH:36][CH:35]=[CH:34][CH:33]=2)([C:48]2[CH:49]=[CH:50][CH:51]=[CH:52][CH:53]=2)[N:39]2[CH:43]=[N:42][C:41]([CH2:44][OH:45])=[N:40]2)[CH:59]=[CH:58][CH:57]=[CH:56][CH:55]=1, predict the reactants needed to synthesize it. The reactants are: C1(C(C2C=CC=CC=2)(C2C=CC=CC=2)N2C=NC(CCC(OCC)=O)=N2)C=CC=CC=1.[C:32]1([C:38]([C:54]2[CH:59]=[CH:58][CH:57]=[CH:56][CH:55]=2)([C:48]2[CH:53]=[CH:52][CH:51]=[CH:50][CH:49]=2)[N:39]2[CH:43]=[N:42][C:41]([C:44](OC)=[O:45])=[N:40]2)[CH:37]=[CH:36][CH:35]=[CH:34][CH:33]=1. (2) Given the product [Br:8][C:6]1[CH:7]=[C:2]([NH:18][C:15]2[CH:14]=[C:13]([CH2:11][CH3:12])[NH:17][N:16]=2)[C:3](=[O:10])[N:4]([CH3:9])[CH:5]=1, predict the reactants needed to synthesize it. The reactants are: Br[C:2]1[C:3](=[O:10])[N:4]([CH3:9])[CH:5]=[C:6]([Br:8])[CH:7]=1.[CH2:11]([C:13]1[NH:17][N:16]=[C:15]([NH2:18])[CH:14]=1)[CH3:12].CC1(C)C2C=CC=C(P(C3C=CC=CC=3)C3C=CC=CC=3)C=2OC2C1=CC=CC=2P(C1C=CC=CC=1)C1C=CC=CC=1.C([O-])([O-])=O.[Cs+].[Cs+]. (3) Given the product [Br:1][C:2]1[CH:3]=[C:4]2[C:11](=[O:12])[O:13][C:8](=[O:10])[C:5]2=[N:6][CH:7]=1, predict the reactants needed to synthesize it. The reactants are: [Br:1][C:2]1[CH:3]=[C:4]([C:11]([OH:13])=[O:12])[C:5]([C:8]([OH:10])=O)=[N:6][CH:7]=1.C(OC(=O)C)(=O)C. (4) Given the product [OH:10][CH:9]([C:11]1[CH:12]=[CH:13][C:14]([C:15]([O:17][CH3:18])=[O:16])=[CH:19][CH:20]=1)[C:1]1[CH:6]=[CH:5][CH:4]=[CH:3][CH:2]=1, predict the reactants needed to synthesize it. The reactants are: [C:1]1([Mg]Br)[CH:6]=[CH:5][CH:4]=[CH:3][CH:2]=1.[CH:9]([C:11]1[CH:20]=[CH:19][C:14]([C:15]([O:17][CH3:18])=[O:16])=[CH:13][CH:12]=1)=[O:10]. (5) Given the product [CH3:11][CH:12]([S:14][C:2]1[CH:7]=[CH:6][C:5]([C:8](=[O:10])[CH3:9])=[CH:4][CH:3]=1)[CH3:13], predict the reactants needed to synthesize it. The reactants are: Cl[C:2]1[CH:7]=[CH:6][C:5]([C:8](=[O:10])[CH3:9])=[CH:4][CH:3]=1.[CH3:11][CH:12]([S-:14])[CH3:13].[Na+].O. (6) Given the product [CH2:47]([O:49][C:50]([C:52]1([NH:55][C:3]([C:5]2[C:6]([OH:29])=[C:7]3[C:12](=[CH:13][N:14]=2)[N:11]([CH2:15][C:16]2[CH:21]=[CH:20][CH:19]=[CH:18][CH:17]=2)[C:10](=[O:22])[C:9]([C:23]2[CH:28]=[CH:27][CH:26]=[CH:25][CH:24]=2)=[CH:8]3)=[O:4])[CH2:54][CH2:53]1)=[O:51])[CH3:48], predict the reactants needed to synthesize it. The reactants are: CO[C:3]([C:5]1[C:6]([OH:29])=[C:7]2[C:12](=[CH:13][N:14]=1)[N:11]([CH2:15][C:16]1[CH:21]=[CH:20][CH:19]=[CH:18][CH:17]=1)[C:10](=[O:22])[C:9]([C:23]1[CH:28]=[CH:27][CH:26]=[CH:25][CH:24]=1)=[CH:8]2)=[O:4].[OH-].[Na+].C1C=CC2N(O)N=NC=2C=1.C(Cl)CCl.Cl.[CH2:47]([O:49][C:50]([C:52]1([NH2:55])[CH2:54][CH2:53]1)=[O:51])[CH3:48].CCN(C(C)C)C(C)C. (7) Given the product [CH:6]([C:9]([CH3:11])=[O:10])([CH3:8])[CH3:7].[CH:6]([C:9]([CH3:11])=[O:10])=[CH2:7], predict the reactants needed to synthesize it. The reactants are: C=CC(=C)C.[CH:6]([C:9]([CH3:11])=[O:10])([CH3:8])[CH3:7].